Predict the reaction yield, written as a fraction of the theoretical maximum amount of product (1.0 means a 100% yield; for example, 0.34 means a 34% yield). From a dataset of Reaction yield outcomes from USPTO patents with 853,638 reactions. (1) The yield is 0.990. The reactants are F[C:2]1[CH:7]=[C:6]([F:8])[CH:5]=[CH:4][C:3]=1[N+:9]([O-:11])=[O:10].[CH3:12][NH2:13]. The catalyst is O. The product is [F:8][C:6]1[CH:5]=[CH:4][C:3]([N+:9]([O-:11])=[O:10])=[C:2]([CH:7]=1)[NH:13][CH3:12]. (2) The reactants are C1(C2C=CC=CC=2)C=CC=CC=1.Cl[C:14]1[C:15](=[O:38])[C:16](=[O:37])[C:17]=1[NH:18][C:19]1[CH:24]=[CH:23][C:22]([Cl:25])=[C:21]([S:26]([N:29]2[CH2:34][CH2:33][N:32]([CH3:35])[CH2:31][CH2:30]2)(=[O:28])=[O:27])[C:20]=1[OH:36].[Cl:39][C:40]1[CH:46]=[CH:45][CH:44]=[CH:43][C:41]=1[NH2:42]. The catalyst is CN(C=O)C. The product is [Cl:25][C:22]1[CH:23]=[CH:24][C:19]([NH:18][C:17]2[C:16](=[O:37])[C:15](=[O:38])[C:14]=2[NH:42][C:41]2[CH:43]=[CH:44][CH:45]=[CH:46][C:40]=2[Cl:39])=[C:20]([OH:36])[C:21]=1[S:26]([N:29]1[CH2:34][CH2:33][N:32]([CH3:35])[CH2:31][CH2:30]1)(=[O:27])=[O:28]. The yield is 0.320. (3) The reactants are [CH3:1][C:2]1[CH:3]=[CH:4][C:5]([CH:8]2[CH2:12][CH2:11][NH:10][CH2:9]2)=[N:6][CH:7]=1.[CH3:13][C:14]([O:17][C:18](O[C:18]([O:17][C:14]([CH3:16])([CH3:15])[CH3:13])=[O:19])=[O:19])([CH3:16])[CH3:15].CCN(CC)CC. The catalyst is C(Cl)Cl. The product is [CH3:1][C:2]1[CH:3]=[CH:4][C:5]([CH:8]2[CH2:12][CH2:11][N:10]([C:18]([O:17][C:14]([CH3:16])([CH3:15])[CH3:13])=[O:19])[CH2:9]2)=[N:6][CH:7]=1. The yield is 0.260. (4) The reactants are [N+:1]([C:4]1[CH:10]=[C:9]([C:11]([CH3:14])([CH3:13])[CH3:12])[CH:8]=[CH:7][C:5]=1[NH2:6])([O-:3])=[O:2].CC(O)=O.[CH2:19]([CH2:23][C:24](=O)[CH3:25])[C:20]([CH3:22])=O. The catalyst is C1CCCCC1.C(Cl)Cl. The product is [C:11]([C:9]1[CH:8]=[CH:7][C:5]([N:6]2[C:24]([CH3:25])=[CH:23][CH:19]=[C:20]2[CH3:22])=[C:4]([N+:1]([O-:3])=[O:2])[CH:10]=1)([CH3:14])([CH3:13])[CH3:12]. The yield is 0.490. (5) The reactants are [N+:1]([C:4]1[CH:12]=[C:11]2[C:7]([CH:8]=[CH:9][NH:10]2)=[CH:6][CH:5]=1)([O-:3])=[O:2].C([O-])(O)=O.[Na+].[CH3:18][N:19](C=O)C. The catalyst is CC#N. The product is [N+:1]([C:4]1[CH:12]=[C:11]2[C:7]([C:8]([C:18]#[N:19])=[CH:9][NH:10]2)=[CH:6][CH:5]=1)([O-:3])=[O:2]. The yield is 0.820. (6) The product is [OH:24][C:21]1[CH:22]=[CH:23][C:18]([C:17](=[C:25]2[CH2:30][C:29]([CH3:31])([CH3:32])[CH2:28][C:27]([CH3:34])([CH3:33])[CH2:26]2)[C:14]2[CH:15]=[CH:16][C:11]([C:8]3[CH:7]=[CH:6][C:5]([C:60]#[N:61])=[CH:10][CH:9]=3)=[CH:12][CH:13]=2)=[CH:19][CH:20]=1. The yield is 0.740. The catalyst is Cl[Pd](Cl)([P](C1C=CC=CC=1)(C1C=CC=CC=1)C1C=CC=CC=1)[P](C1C=CC=CC=1)(C1C=CC=CC=1)C1C=CC=CC=1.O.C1COCC1. The reactants are CS([C:5]1[CH:10]=[CH:9][C:8]([C:11]2[CH:16]=[CH:15][C:14]([C:17](=[C:25]3[CH2:30][C:29]([CH3:32])([CH3:31])[CH2:28][C:27]([CH3:34])([CH3:33])[CH2:26]3)[C:18]3[CH:23]=[CH:22][C:21]([OH:24])=[CH:20][CH:19]=3)=[CH:13][CH:12]=2)=[CH:7][CH:6]=1)(=O)=O.BrC1C=CC(C(=C2CC(C)(C)CC(C)(C)C2)C2C=CC(O)=CC=2)=CC=1.[C:60](C1C=CC(B(O)O)=CC=1)#[N:61].C([O-])([O-])=O.[Na+].[Na+]. (7) The reactants are Br[C:2]1[CH:7]=[CH:6][C:5]([O:8][CH:9]([F:11])[F:10])=[CH:4][CH:3]=1.[CH3:12][C:13]1([CH3:29])[C:17]([CH3:19])([CH3:18])[O:16][B:15]([B:15]2[O:16][C:17]([CH3:19])([CH3:18])[C:13]([CH3:29])([CH3:12])[O:14]2)[O:14]1.C([O-])(=O)C.[K+]. The catalyst is CN(C)C=O.C(OCC)(=O)C.C1C=CC(P(C2C=CC=CC=2)[C-]2C=CC=C2)=CC=1.C1C=CC(P(C2C=CC=CC=2)[C-]2C=CC=C2)=CC=1.Cl[Pd]Cl.[Fe+2]. The product is [F:10][CH:9]([F:11])[O:8][C:5]1[CH:6]=[CH:7][C:2]([B:15]2[O:16][C:17]([CH3:19])([CH3:18])[C:13]([CH3:29])([CH3:12])[O:14]2)=[CH:3][CH:4]=1. The yield is 0.580.